From a dataset of Reaction yield outcomes from USPTO patents with 853,638 reactions. Predict the reaction yield, written as a fraction of the theoretical maximum amount of product (1.0 means a 100% yield; for example, 0.34 means a 34% yield). (1) The reactants are [N:1]1[CH:6]=[CH:5][CH:4]=[CH:3][C:2]=1[C:7]1[C:8]([NH2:13])=[N:9][NH:10][C:11]=1N.[O:14]1CCO[C:16]2[CH:20]=C(C(=O)CC(OCC)=O)C=C[C:15]1=2. The catalyst is CCCCO.CC1C=CC(S(O)(=O)=O)=CC=1. The product is [N:1]1[CH:6]=[CH:5][CH:4]=[CH:3][C:2]=1[C:7]1[CH:11]=[N:10][N:9]2[C:15](=[O:14])[CH:16]=[CH:20][NH:13][C:8]=12. The yield is 0.510. (2) The reactants are [NH2:1][C:2]1[C:19]([C:20]#[CH:21])=[CH:18][C:5]([C:6]([N:8]=[S:9]([CH3:17])(=[O:16])[C:10]2[CH:15]=[CH:14][CH:13]=[CH:12][CH:11]=2)=[O:7])=[CH:4][N:3]=1.I[C:23]1[CH:24]=[C:25]([NH:29][C:30]([C:32]2[N:36]([CH3:37])[N:35]=[C:34]([CH3:38])[CH:33]=2)=[O:31])[CH:26]=[CH:27][CH:28]=1.C(N(CC)CC)C. The catalyst is CN(C=O)C.Cl[Pd](Cl)([P](C1C=CC=CC=1)(C1C=CC=CC=1)C1C=CC=CC=1)[P](C1C=CC=CC=1)(C1C=CC=CC=1)C1C=CC=CC=1.[Cu]I.C1(P(C2C=CC=CC=2)C2C=CC=CC=2)C=CC=CC=1. The product is [NH2:1][C:2]1[C:19]([C:20]#[C:21][C:27]2[CH:28]=[CH:23][CH:24]=[C:25]([NH:29][C:30]([C:32]3[N:36]([CH3:37])[N:35]=[C:34]([CH3:38])[CH:33]=3)=[O:31])[CH:26]=2)=[CH:18][C:5]([C:6]([N:8]=[S:9]([CH3:17])(=[O:16])[C:10]2[CH:15]=[CH:14][CH:13]=[CH:12][CH:11]=2)=[O:7])=[CH:4][N:3]=1. The yield is 0.900.